From a dataset of Catalyst prediction with 721,799 reactions and 888 catalyst types from USPTO. Predict which catalyst facilitates the given reaction. (1) Reactant: [C:1]([N:4]1[C:13]2[C:8](=[CH:9][C:10]([C:14](O)=[O:15])=[CH:11][CH:12]=2)[C@H:7]([NH:17][C:18]2[CH:23]=[CH:22][CH:21]=[C:20]([CH3:24])[N:19]=2)[C@@H:6]([CH3:25])[C@@H:5]1[CH:26]1[CH2:28][CH2:27]1)(=[O:3])[CH3:2].CN(C(ON1N=NC2C=CC=NC1=2)=[N+](C)C)C.F[P-](F)(F)(F)(F)F.[NH2:53][CH2:54][CH:55]([OH:57])[CH3:56].CCN(C(C)C)C(C)C. Product: [C:1]([N:4]1[C:13]2[C:8](=[CH:9][C:10]([C:14]([NH:53][CH2:54][CH:55]([OH:57])[CH3:56])=[O:15])=[CH:11][CH:12]=2)[C@H:7]([NH:17][C:18]2[CH:23]=[CH:22][CH:21]=[C:20]([CH3:24])[N:19]=2)[C@@H:6]([CH3:25])[C@@H:5]1[CH:26]1[CH2:27][CH2:28]1)(=[O:3])[CH3:2]. The catalyst class is: 9. (2) Reactant: [CH:1]1([C:6]2[CH:11]=[CH:10][CH:9]=[C:8](I)[CH:7]=2)[CH2:5][CH2:4][CH2:3][CH2:2]1.[CH2:13]([C:16]1[CH:21]=[C:20]([Sn](C)(C)C)[N:19]=[C:18]([C:26]#[N:27])[N:17]=1)[CH2:14][CH3:15]. Product: [CH:1]1([C:6]2[CH:7]=[C:8]([C:20]3[CH:21]=[C:16]([CH2:13][CH2:14][CH3:15])[N:17]=[C:18]([C:26]#[N:27])[N:19]=3)[CH:9]=[CH:10][CH:11]=2)[CH2:5][CH2:4][CH2:3][CH2:2]1. The catalyst class is: 233.